From a dataset of Forward reaction prediction with 1.9M reactions from USPTO patents (1976-2016). Predict the product of the given reaction. (1) Given the reactants [CH3:1][S:2][C:3]1[S:7][N:6]=[C:5]([NH2:8])[N:4]=1.CO[CH:11](OC)[N:12]([CH3:14])[CH3:13], predict the reaction product. The product is: [CH3:11][N:12]([CH3:14])[CH:13]=[N:8][C:5]1[N:4]=[C:3]([S:2][CH3:1])[S:7][N:6]=1. (2) Given the reactants [OH:1][C:2]1[C:6]([CH3:15])([CH2:7][CH2:8][CH2:9][CH2:10][CH2:11][CH2:12][CH2:13][CH3:14])[S:5][C:4](=[O:16])[CH:3]=1.Cl[C:18]([O:20][CH3:21])=[O:19].CN(C1C=CC=CN=1)C.CCN(CC)CC, predict the reaction product. The product is: [CH3:21][O:20][C:18]([C:3]1[C:4](=[O:16])[S:5][C:6]([CH3:15])([CH2:7][CH2:8][CH2:9][CH2:10][CH2:11][CH2:12][CH2:13][CH3:14])[C:2]=1[OH:1])=[O:19].